The task is: Predict which catalyst facilitates the given reaction.. This data is from Catalyst prediction with 721,799 reactions and 888 catalyst types from USPTO. Reactant: Cl.[CH3:2][C:3]([NH:18]C=O)([CH3:17])[CH2:4][C:5]1[CH:10]=[CH:9][C:8]([CH2:11][N:12]2[CH2:16][CH2:15][CH2:14][CH2:13]2)=[CH:7][CH:6]=1.[OH-].[Na+]. Product: [CH3:17][C:3]([NH2:18])([CH3:2])[CH2:4][C:5]1[CH:10]=[CH:9][C:8]([CH2:11][N:12]2[CH2:16][CH2:15][CH2:14][CH2:13]2)=[CH:7][CH:6]=1. The catalyst class is: 8.